Regression/Classification. Given a drug SMILES string, predict its absorption, distribution, metabolism, or excretion properties. Task type varies by dataset: regression for continuous measurements (e.g., permeability, clearance, half-life) or binary classification for categorical outcomes (e.g., BBB penetration, CYP inhibition). For this dataset (lipophilicity_astrazeneca), we predict Y. From a dataset of Experimental lipophilicity measurements (octanol/water distribution) for 4,200 compounds from AstraZeneca. (1) The compound is Nc1ncnc2c1ncn2[C@@H]1O[C@H](CSCCCNC(=O)Nc2ccc(Cl)cc2)[C@@H](O)[C@H]1O. The Y is 2.50 logD. (2) The drug is O=C(c1ccccc1)c1ccc2n1CCC2C(=O)O. The Y is -0.930 logD. (3) The compound is CNc1cccc(CCOc2ccc(C[C@H](NC(=O)c3c(Cl)cccc3Cl)C(=O)O)cc2C)n1. The Y is 0.340 logD. (4) The drug is CCN(CCO)CCCOc1cc2ncnc(Nc3cc(CC(=O)Nc4cccc(F)c4)[nH]n3)c2cc1OC. The Y is 2.12 logD. (5) The compound is Cc1[nH]c(/C=C2\C(=O)Nc3ccc(F)cc32)c(C)c1C(=O)NCCN(C)C. The Y is 1.75 logD. (6) The Y is 1.60 logD. The molecule is O=c1c2ccc(O)cc2ncn1-c1ccc(O)cc1. (7) The molecule is CCOC(=O)c1ccc(OCCC2CCN(c3ccc(C)nn3)CC2)nc1. The Y is 3.76 logD.